Task: Regression. Given two drug SMILES strings and cell line genomic features, predict the synergy score measuring deviation from expected non-interaction effect.. Dataset: NCI-60 drug combinations with 297,098 pairs across 59 cell lines Drug 1: C(=O)(N)NO. Drug 2: C1C(C(OC1N2C=NC3=C2NC=NCC3O)CO)O. Cell line: SK-MEL-28. Synergy scores: CSS=3.04, Synergy_ZIP=-2.97, Synergy_Bliss=-2.18, Synergy_Loewe=-2.51, Synergy_HSA=-2.17.